From a dataset of Peptide-MHC class I binding affinity with 185,985 pairs from IEDB/IMGT. Regression. Given a peptide amino acid sequence and an MHC pseudo amino acid sequence, predict their binding affinity value. This is MHC class I binding data. (1) The peptide sequence is MDEDYQGRL. The MHC is Mamu-A11 with pseudo-sequence Mamu-A11. The binding affinity (normalized) is 0.275. (2) The peptide sequence is YQNFQNADK. The MHC is HLA-A31:01 with pseudo-sequence HLA-A31:01. The binding affinity (normalized) is 0.149. (3) The peptide sequence is SHSIPNGLL. The MHC is HLA-A30:01 with pseudo-sequence HLA-A30:01. The binding affinity (normalized) is 0.0847. (4) The peptide sequence is RKAKIIRDY. The MHC is HLA-A03:01 with pseudo-sequence HLA-A03:01. The binding affinity (normalized) is 0.0984. (5) The peptide sequence is APTADVAKI. The MHC is HLA-B51:01 with pseudo-sequence HLA-B51:01. The binding affinity (normalized) is 0.0847. (6) The peptide sequence is APHHVVAVI. The MHC is HLA-B07:02 with pseudo-sequence HLA-B07:02. The binding affinity (normalized) is 0.925. (7) The peptide sequence is QLKQRDALF. The MHC is HLA-B39:01 with pseudo-sequence HLA-B39:01. The binding affinity (normalized) is 0.0847.